Dataset: NCI-60 drug combinations with 297,098 pairs across 59 cell lines. Task: Regression. Given two drug SMILES strings and cell line genomic features, predict the synergy score measuring deviation from expected non-interaction effect. (1) Drug 1: CNC(=O)C1=CC=CC=C1SC2=CC3=C(C=C2)C(=NN3)C=CC4=CC=CC=N4. Drug 2: CC1=C2C(C(=O)C3(C(CC4C(C3C(C(C2(C)C)(CC1OC(=O)C(C(C5=CC=CC=C5)NC(=O)OC(C)(C)C)O)O)OC(=O)C6=CC=CC=C6)(CO4)OC(=O)C)O)C)O. Cell line: SK-OV-3. Synergy scores: CSS=39.7, Synergy_ZIP=1.35, Synergy_Bliss=1.64, Synergy_Loewe=-37.3, Synergy_HSA=0.315. (2) Drug 1: CN(CC1=CN=C2C(=N1)C(=NC(=N2)N)N)C3=CC=C(C=C3)C(=O)NC(CCC(=O)O)C(=O)O. Drug 2: C1C(C(OC1N2C=C(C(=O)NC2=O)F)CO)O. Cell line: HT29. Synergy scores: CSS=18.8, Synergy_ZIP=-6.78, Synergy_Bliss=-11.5, Synergy_Loewe=-23.7, Synergy_HSA=-10.4. (3) Drug 1: C1C(C(OC1N2C=NC3=C(N=C(N=C32)Cl)N)CO)O. Drug 2: C1CNP(=O)(OC1)N(CCCl)CCCl. Cell line: U251. Synergy scores: CSS=30.2, Synergy_ZIP=-9.26, Synergy_Bliss=-6.33, Synergy_Loewe=-18.2, Synergy_HSA=-3.84. (4) Drug 1: C1=CC(=CC=C1C#N)C(C2=CC=C(C=C2)C#N)N3C=NC=N3. Drug 2: C1C(C(OC1N2C=C(C(=O)NC2=O)F)CO)O. Cell line: HOP-92. Synergy scores: CSS=15.3, Synergy_ZIP=-0.695, Synergy_Bliss=-2.52, Synergy_Loewe=-10.8, Synergy_HSA=-0.811. (5) Drug 1: CS(=O)(=O)CCNCC1=CC=C(O1)C2=CC3=C(C=C2)N=CN=C3NC4=CC(=C(C=C4)OCC5=CC(=CC=C5)F)Cl. Drug 2: C1=NNC2=C1C(=O)NC=N2. Cell line: SW-620. Synergy scores: CSS=-5.72, Synergy_ZIP=2.67, Synergy_Bliss=0.831, Synergy_Loewe=-5.01, Synergy_HSA=-3.92. (6) Drug 1: C1=CC(=CC=C1CC(C(=O)O)N)N(CCCl)CCCl.Cl. Drug 2: CC1=C(C(=O)C2=C(C1=O)N3CC4C(C3(C2COC(=O)N)OC)N4)N. Cell line: M14. Synergy scores: CSS=39.6, Synergy_ZIP=-8.79, Synergy_Bliss=-5.47, Synergy_Loewe=-36.5, Synergy_HSA=-6.61. (7) Drug 1: C1CN1P(=S)(N2CC2)N3CC3. Drug 2: C1=NC2=C(N=C(N=C2N1C3C(C(C(O3)CO)O)F)Cl)N. Cell line: MCF7. Synergy scores: CSS=11.9, Synergy_ZIP=-2.59, Synergy_Bliss=-1.73, Synergy_Loewe=-2.19, Synergy_HSA=-2.06.